This data is from Full USPTO retrosynthesis dataset with 1.9M reactions from patents (1976-2016). The task is: Predict the reactants needed to synthesize the given product. (1) The reactants are: Br[C:2]1[N:3]([CH2:9][O:10][CH2:11][CH2:12][Si:13]([CH3:16])([CH3:15])[CH3:14])[C:4]([Br:8])=[C:5]([Br:7])[N:6]=1.C(=O)([O-])[O-].[Cs+].[Cs+].[Cl:23][C:24]1[CH:29]=[CH:28][CH:27]=[CH:26][C:25]=1B(O)O. Given the product [Br:7][C:5]1[N:6]=[C:2]([C:25]2[CH:26]=[CH:27][CH:28]=[CH:29][C:24]=2[Cl:23])[N:3]([CH2:9][O:10][CH2:11][CH2:12][Si:13]([CH3:16])([CH3:15])[CH3:14])[C:4]=1[Br:8], predict the reactants needed to synthesize it. (2) Given the product [CH2:2]([N:4]1[CH2:7][CH:8]2[C:6]([C:45]([NH:14][C:13]3[CH:15]=[CH:16][C:10]([F:9])=[C:11]([CH3:17])[CH:12]=3)=[O:46])([CH2:47]2)[CH2:5]1)[C:3]1[CH:31]=[CH:30][CH:29]=[CH:28][CH:27]=1, predict the reactants needed to synthesize it. The reactants are: Cl.[CH2:2]([N:4]([CH2:7][CH3:8])[CH2:5][CH3:6])[CH3:3].[F:9][C:10]1[CH:16]=[CH:15][C:13]([NH2:14])=[CH:12][C:11]=1[CH3:17].CN(C(ON1N=N[C:28]2[CH:29]=[CH:30][CH:31]=N[C:27]1=2)=[N+](C)C)C.F[P-](F)(F)(F)(F)F.CN([CH:45]=[O:46])C.[CH2:47](Cl)Cl.